This data is from Reaction yield outcomes from USPTO patents with 853,638 reactions. The task is: Predict the reaction yield, written as a fraction of the theoretical maximum amount of product (1.0 means a 100% yield; for example, 0.34 means a 34% yield). The reactants are [Cl-].O[NH3+:3].[C:4](=[O:7])([O-])[OH:5].[Na+].CS(C)=O.[CH2:13]([N:20]1[C:25](=[O:26])[C:24]([CH2:27][C:28]2[CH:33]=[CH:32][C:31]([C:34]3[C:35]([C:40]#[N:41])=[CH:36][CH:37]=[CH:38][CH:39]=3)=[CH:30][CH:29]=2)=[C:23]([CH2:42][CH2:43][CH2:44][CH3:45])[N:22]=[C:21]1[CH2:46][O:47][CH3:48])[C:14]1[CH:19]=[CH:18][CH:17]=[CH:16][CH:15]=1. The catalyst is C(OCC)(=O)C. The product is [CH2:13]([N:20]1[C:25](=[O:26])[C:24]([CH2:27][C:28]2[CH:33]=[CH:32][C:31]([C:34]3[CH:39]=[CH:38][CH:37]=[CH:36][C:35]=3[C:40]3[NH:3][C:4](=[O:7])[O:5][N:41]=3)=[CH:30][CH:29]=2)=[C:23]([CH2:42][CH2:43][CH2:44][CH3:45])[N:22]=[C:21]1[CH2:46][O:47][CH3:48])[C:14]1[CH:19]=[CH:18][CH:17]=[CH:16][CH:15]=1. The yield is 0.690.